This data is from Catalyst prediction with 721,799 reactions and 888 catalyst types from USPTO. The task is: Predict which catalyst facilitates the given reaction. (1) Reactant: [C:1]([O:5][C:6](=[O:23])[NH:7][C:8]1[CH:13]=[CH:12][C:11]([CH2:14][CH2:15][CH2:16][CH2:17][N:18]2[CH:22]=[CH:21][N:20]=[N:19]2)=[CH:10][CH:9]=1)([CH3:4])([CH3:3])[CH3:2].Cl[CH2:25][C:26]1[N:27]=[C:28]([C:31]2[NH:32][C:33]3[C:38]([CH:39]=2)=[CH:37][C:36]([O:40][C:41]([F:44])([F:43])[F:42])=[CH:35][CH:34]=3)[O:29][CH:30]=1. Product: [C:1]([O:5][C:6](=[O:23])[N:7]([C:8]1[CH:13]=[CH:12][C:11]([CH2:14][CH2:15][CH2:16][CH2:17][N:18]2[CH:22]=[CH:21][N:20]=[N:19]2)=[CH:10][CH:9]=1)[CH2:25][C:26]1[N:27]=[C:28]([C:31]2[NH:32][C:33]3[C:38]([CH:39]=2)=[CH:37][C:36]([O:40][C:41]([F:44])([F:42])[F:43])=[CH:35][CH:34]=3)[O:29][CH:30]=1)([CH3:4])([CH3:2])[CH3:3]. The catalyst class is: 9. (2) Reactant: [CH2:1]([CH:3]([N:6]1[C:18]2[C:17]3[CH:16]=[CH:15][CH:14]=[C:13]([I:19])[C:12]=3[N:11]=[C:10]([CH3:20])[C:9]=2[CH2:8][CH2:7]1)[CH2:4][CH3:5])[CH3:2]. Product: [CH2:1]([CH:3]([N:6]1[C:18]2[C:17]3[CH:16]=[CH:15][CH:14]=[C:13]([I:19])[C:12]=3[N:11]=[C:10]([CH3:20])[C:9]=2[CH:8]=[CH:7]1)[CH2:4][CH3:5])[CH3:2]. The catalyst class is: 661. (3) Reactant: [CH3:1][O:2][C:3]1[CH:33]=[C:32]([O:34][CH3:35])[CH:31]=[CH:30][C:4]=1[CH2:5][N:6]([C:25]1[S:26][CH:27]=[CH:28][N:29]=1)[S:7]([C:10]1[CH:19]=[CH:18][C:17]2[C:12](=[CH:13][CH:14]=[CH:15][C:16]=2[CH:20]2[CH2:24][CH2:23][CH2:22][NH:21]2)[CH:11]=1)(=[O:9])=[O:8].CN(C(ON1N=NC2C=CC=CC1=2)=[N+](C)C)C.F[P-](F)(F)(F)(F)F.CCN(C(C)C)C(C)C.[C:69](O)(=[O:76])[C:70]1[CH:75]=[CH:74][CH:73]=[CH:72][CH:71]=1. Product: [C:69]([N:21]1[CH2:22][CH2:23][CH2:24][CH:20]1[C:16]1[CH:15]=[CH:14][CH:13]=[C:12]2[C:17]=1[CH:18]=[CH:19][C:10]([S:7]([N:6]([CH2:5][C:4]1[CH:30]=[CH:31][C:32]([O:34][CH3:35])=[CH:33][C:3]=1[O:2][CH3:1])[C:25]1[S:26][CH:27]=[CH:28][N:29]=1)(=[O:9])=[O:8])=[CH:11]2)(=[O:76])[C:70]1[CH:75]=[CH:74][CH:73]=[CH:72][CH:71]=1. The catalyst class is: 39. (4) Reactant: [C:1]12([CH2:11][O:12][C:13]3[CH:14]=[C:15]([CH2:19][CH2:20][NH2:21])[CH:16]=[CH:17][CH:18]=3)[CH2:10][CH:5]3[CH2:6][CH:7]([CH2:9][CH:3]([CH2:4]3)[CH2:2]1)[CH2:8]2.[CH2:22]([O:29][C:30]1[CH:31]=[CH:32][C:33]([C@@H:41]([O:44][Si:45]([C:48]([CH3:51])([CH3:50])[CH3:49])([CH3:47])[CH3:46])[CH2:42]Br)=[C:34]2[C:39]=1[NH:38][C:37](=[O:40])[CH:36]=[CH:35]2)[C:23]1[CH:28]=[CH:27][CH:26]=[CH:25][CH:24]=1.C(=O)([O-])O.[Na+].[I-].[Na+]. Product: [C:1]12([CH2:11][O:12][C:13]3[CH:14]=[C:15]([CH2:19][CH2:20][NH:21][CH2:42][C@@H:41]([C:33]4[CH:32]=[CH:31][C:30]([O:29][CH2:22][C:23]5[CH:28]=[CH:27][CH:26]=[CH:25][CH:24]=5)=[C:39]5[C:34]=4[CH:35]=[CH:36][C:37](=[O:40])[NH:38]5)[O:44][Si:45]([C:48]([CH3:51])([CH3:50])[CH3:49])([CH3:47])[CH3:46])[CH:16]=[CH:17][CH:18]=3)[CH2:10][CH:5]3[CH2:6][CH:7]([CH2:9][CH:3]([CH2:4]3)[CH2:2]1)[CH2:8]2. The catalyst class is: 58. (5) Reactant: [N-:1]=[N+]=[N-].[Na+].OS(O)(=O)=O.[O:10]=[C:11]1[CH2:16][CH:15]2[CH:17]([C:18]3[NH:26][C:25]4[C:24](=[O:27])[N:23]([CH2:28][CH2:29][CH3:30])[C:22](=[O:31])[N:21]([CH2:32][CH2:33][CH3:34])[C:20]=4[N:19]=3)[CH:12]1[CH2:13][CH2:14]2.C([O-])(O)=O.[Na+]. Product: [O:10]=[C:11]1[NH:1][CH2:16][CH:15]2[CH:17]([C:18]3[NH:19][C:20]4[N:21]([CH2:32][CH2:33][CH3:34])[C:22](=[O:31])[N:23]([CH2:28][CH2:29][CH3:30])[C:24](=[O:27])[C:25]=4[N:26]=3)[CH:12]1[CH2:13][CH2:14]2. The catalyst class is: 22. (6) Reactant: S(Cl)(Cl)=O.[CH3:5][C:6]1[S:10][C:9]([C:11]([OH:13])=[O:12])=[CH:8][CH:7]=1.[CH3:14]O. Product: [CH3:14][O:12][C:11]([C:9]1[S:10][C:6]([CH3:5])=[CH:7][CH:8]=1)=[O:13]. The catalyst class is: 25. (7) Reactant: [NH2:1][C:2]1[N:6]([C:7]2[CH:12]=[C:11]([S:13][CH2:14][C:15]([F:18])([F:17])[F:16])[C:10]([CH3:19])=[CH:9][C:8]=2[F:20])[N:5]=[C:4]([O:21][CH2:22][C:23]([F:29])([F:28])[C:24]([F:27])([F:26])[F:25])[CH:3]=1.[Br:30]N1C(=O)CCC1=O. Product: [NH2:1][C:2]1[N:6]([C:7]2[CH:12]=[C:11]([S:13][CH2:14][C:15]([F:16])([F:17])[F:18])[C:10]([CH3:19])=[CH:9][C:8]=2[F:20])[N:5]=[C:4]([O:21][CH2:22][C:23]([F:28])([F:29])[C:24]([F:25])([F:27])[F:26])[C:3]=1[Br:30]. The catalyst class is: 10. (8) Reactant: [NH2:1][C:2]1[C:3]([Cl:9])=[N:4][CH:5]=[C:6]([Br:8])[CH:7]=1.[C:10]([C:13]1[CH:18]=[CH:17][C:16]([S:19](Cl)(=[O:21])=[O:20])=[CH:15][CH:14]=1)(=[O:12])[CH3:11].C([O-])([O-])=O.[K+].[K+]. Product: [C:10]([C:13]1[CH:14]=[CH:15][C:16]([S:19]([NH:1][C:2]2[C:3]([Cl:9])=[N:4][CH:5]=[C:6]([Br:8])[CH:7]=2)(=[O:21])=[O:20])=[CH:17][CH:18]=1)(=[O:12])[CH3:11]. The catalyst class is: 17.